Task: Predict the reactants needed to synthesize the given product.. Dataset: Full USPTO retrosynthesis dataset with 1.9M reactions from patents (1976-2016) (1) The reactants are: [OH:1][C@@H:2]1[CH2:7][NH:6][C@H:5]([C:8]([O:10][CH3:11])=[O:9])[CH2:4][CH2:3]1.C(N(CC)CC)C.[F:19][C:20]([F:31])([F:30])[C:21](O[C:21](=[O:22])[C:20]([F:31])([F:30])[F:19])=[O:22].O. Given the product [OH:1][C@@H:2]1[CH2:7][N:6]([C:21](=[O:22])[C:20]([F:31])([F:30])[F:19])[C@H:5]([C:8]([O:10][CH3:11])=[O:9])[CH2:4][CH2:3]1, predict the reactants needed to synthesize it. (2) Given the product [Cl:1][C:2]1[CH:7]=[CH:6][C:5]([N:8]2[C:13]([CH3:14])=[CH:12][CH:11]=[C:10]([C:15]([OH:17])=[O:16])[C:9]2=[O:20])=[CH:4][CH:3]=1, predict the reactants needed to synthesize it. The reactants are: [Cl:1][C:2]1[CH:7]=[CH:6][C:5]([N:8]2[C:13]([CH3:14])=[CH:12][CH:11]=[C:10]([C:15]([O:17]CC)=[O:16])[C:9]2=[O:20])=[CH:4][CH:3]=1.Cl. (3) Given the product [CH3:1][O:2][C:3]1[CH:4]=[C:5]2[C:10](=[CH:11][C:12]=1[O:13][CH3:14])[N:9]=[CH:8][CH:7]=[C:6]2[O:15][C:16]1[CH:22]=[CH:21][C:19]([NH:20][C:27](=[O:33])[O:26][C:24]2[CH:39]=[CH:40][CH:35]=[CH:36][CH:37]=2)=[CH:18][CH:17]=1, predict the reactants needed to synthesize it. The reactants are: [CH3:1][O:2][C:3]1[CH:4]=[C:5]2[C:10](=[CH:11][C:12]=1[O:13][CH3:14])[N:9]=[CH:8][CH:7]=[C:6]2[O:15][C:16]1[CH:22]=[CH:21][C:19]([NH2:20])=[CH:18][CH:17]=1.Cl[C:24](Cl)([O:26][C:27](=[O:33])OC(Cl)(Cl)Cl)Cl.[C:35]1(O)[CH:40]=[CH:39]C=[CH:37][CH:36]=1.C(=O)(O)[O-].[Na+]. (4) Given the product [C:40]([O:39][C:37]([N:33]1[CH2:34][CH2:35][CH2:36][C@@H:31]([C:29](=[O:30])[C:2]2[CH:7]=[CH:6][CH:5]=[CH:4][C:3]=2[C:8]2[CH:13]=[CH:12][CH:11]=[CH:10][C:9]=2[Cl:14])[CH2:32]1)=[O:38])([CH3:43])([CH3:42])[CH3:41], predict the reactants needed to synthesize it. The reactants are: Br[C:2]1[CH:7]=[CH:6][CH:5]=[CH:4][C:3]=1[C:8]1[CH:13]=[CH:12][CH:11]=[CH:10][C:9]=1[Cl:14].[Li]CCCC.CCCCCC.CON(C)[C:29]([C@@H:31]1[CH2:36][CH2:35][CH2:34][N:33]([C:37]([O:39][C:40]([CH3:43])([CH3:42])[CH3:41])=[O:38])[CH2:32]1)=[O:30]. (5) Given the product [CH:1]([C:4]1([CH2:9][CH2:10][O:11][S:20]([CH3:19])(=[O:22])=[O:21])[O:8][CH2:7][CH2:6][O:5]1)([CH3:3])[CH3:2], predict the reactants needed to synthesize it. The reactants are: [CH:1]([C:4]1([CH2:9][CH2:10][OH:11])[O:8][CH2:7][CH2:6][O:5]1)([CH3:3])[CH3:2].C(N(CC)CC)C.[CH3:19][S:20](Cl)(=[O:22])=[O:21]. (6) Given the product [CH:21]([N:14]1[CH2:13][CH2:12][C:11]2[C:16](=[CH:17][CH:18]=[C:9]([B:4]3[O:3][C:2]([CH3:20])([CH3:1])[C:6]([CH3:7])([CH3:8])[O:5]3)[CH:10]=2)[C:15]1=[O:19])([CH3:23])[CH3:22], predict the reactants needed to synthesize it. The reactants are: [CH3:1][C:2]1([CH3:20])[C:6]([CH3:8])([CH3:7])[O:5][B:4]([C:9]2[CH:10]=[C:11]3[C:16](=[CH:17][CH:18]=2)[C:15](=[O:19])[NH:14][CH2:13][CH2:12]3)[O:3]1.[CH:21](I)([CH3:23])[CH3:22].